Predict the product of the given reaction. From a dataset of Forward reaction prediction with 1.9M reactions from USPTO patents (1976-2016). (1) Given the reactants [C:1]([C:3]1[CH:4]=[C:5]([NH:9][C:10](=[O:33])[NH:11][C:12]2[CH:17]=[CH:16][C:15]([S:18]([NH:21][CH2:22][C:23]3[CH:28]=[CH:27][C:26]([S:29](=[O:32])(=[O:31])[NH2:30])=[CH:25][CH:24]=3)(=[O:20])=[O:19])=[CH:14][CH:13]=2)[CH:6]=[CH:7][CH:8]=1)#[N:2].[N:34]1([C:40](=[O:42])[CH3:41])[CH2:39][CH2:38][NH:37][CH2:36][CH2:35]1, predict the reaction product. The product is: [C:40]([N:34]1[CH2:39][CH2:38][N:37]([C:1](=[NH:2])[C:3]2[CH:4]=[C:5]([NH:9][C:10](=[O:33])[NH:11][C:12]3[CH:17]=[CH:16][C:15]([S:18]([NH:21][CH2:22][C:23]4[CH:28]=[CH:27][C:26]([S:29](=[O:31])(=[O:32])[NH2:30])=[CH:25][CH:24]=4)(=[O:20])=[O:19])=[CH:14][CH:13]=3)[CH:6]=[CH:7][CH:8]=2)[CH2:36][CH2:35]1)(=[O:42])[CH3:41]. (2) Given the reactants [CH3:1][O:2][C:3]1[CH:4]=[C:5]2[C:9](=[CH:10][CH:11]=1)[N:8]([CH3:12])[CH:7]=[C:6]2[C:13]1[CH2:14][CH2:15][N:16]([C:19]([O:21][C:22]([CH3:25])([CH3:24])[CH3:23])=[O:20])[CH2:17][CH:18]=1, predict the reaction product. The product is: [CH3:1][O:2][C:3]1[CH:4]=[C:5]2[C:9](=[CH:10][CH:11]=1)[N:8]([CH3:12])[CH:7]=[C:6]2[CH:13]1[CH2:14][CH2:15][N:16]([C:19]([O:21][C:22]([CH3:25])([CH3:24])[CH3:23])=[O:20])[CH2:17][CH2:18]1. (3) The product is: [CH3:27][O:26][N:25]([CH3:24])[C:20]([CH:15]1[CH2:16][CH:17]2[N:12]([C:10]([O:9][C:5]([CH3:6])([CH3:7])[CH3:8])=[O:11])[CH:13]([CH2:19][CH2:18]2)[CH2:14]1)=[O:21]. Given the reactants C(Cl)CCl.[C:5]([O:9][C:10]([N:12]1[C@H:17]2[CH2:18][CH2:19][C@@H:13]1[CH2:14][CH:15]([C:20](O)=[O:21])[CH2:16]2)=[O:11])([CH3:8])([CH3:7])[CH3:6].Cl.[CH3:24][NH:25][O:26][CH3:27].C(N(CC)CC)C, predict the reaction product. (4) Given the reactants [CH3:1][N:2]([CH3:15])[C:3]1[CH:8]=[CH:7][C:6]([CH:9]([O:13][CH3:14])[C:10]([OH:12])=O)=[CH:5][CH:4]=1.[NH2:16][CH2:17][C:18]1[CH:25]=[CH:24][C:21]([C:22]#[N:23])=[CH:20][CH:19]=1, predict the reaction product. The product is: [C:17]([C:18]1[CH:25]=[CH:24][C:21]([CH2:22][NH:23][C:10](=[O:12])[CH:9]([C:6]2[CH:5]=[CH:4][C:3]([N:2]([CH3:1])[CH3:15])=[CH:8][CH:7]=2)[O:13][CH3:14])=[CH:20][CH:19]=1)#[N:16]. (5) Given the reactants [NH2:1][C:2]1[C:3]([C:15]([NH:17][C:18]2[C:23]([N:24]3[CH2:29][CH2:28][C:27]([NH:31]C(=O)OC(C)(C)C)([CH3:30])[CH2:26][CH2:25]3)=[CH:22][CH:21]=[CH:20][N:19]=2)=[O:16])=[N:4][C:5]([C:8]2[C:13]([F:14])=[CH:12][CH:11]=[CH:10][N:9]=2)=[CH:6][N:7]=1.Cl.O1CCOCC1, predict the reaction product. The product is: [NH2:1][C:2]1[C:3]([C:15]([NH:17][C:18]2[C:23]([N:24]3[CH2:29][CH2:28][C:27]([NH2:31])([CH3:30])[CH2:26][CH2:25]3)=[CH:22][CH:21]=[CH:20][N:19]=2)=[O:16])=[N:4][C:5]([C:8]2[C:13]([F:14])=[CH:12][CH:11]=[CH:10][N:9]=2)=[CH:6][N:7]=1.